This data is from Full USPTO retrosynthesis dataset with 1.9M reactions from patents (1976-2016). The task is: Predict the reactants needed to synthesize the given product. (1) Given the product [CH2:13]([O:15][CH:16]([O:19][CH2:20][CH3:21])[CH2:17][NH:18][C:9]([C:5]1[CH:6]=[CH:7][CH:8]=[C:3]([Br:2])[CH:4]=1)=[NH:12])[CH3:14], predict the reactants needed to synthesize it. The reactants are: Cl.[Br:2][C:3]1[CH:4]=[C:5]([C:9](=[NH:12])OC)[CH:6]=[CH:7][CH:8]=1.[CH2:13]([O:15][CH:16]([O:19][CH2:20][CH3:21])[CH2:17][NH2:18])[CH3:14]. (2) Given the product [CH3:14][C:2]([NH:15][C:16](=[O:18])[CH3:17])([CH3:1])[CH2:3][C:4]1[C:12]2[C:7](=[CH:8][C:9]([CH3:13])=[CH:10][CH:11]=2)[NH:6][CH:5]=1, predict the reactants needed to synthesize it. The reactants are: [CH3:1][C:2]([NH2:15])([CH3:14])[CH2:3][C:4]1[C:12]2[C:7](=[CH:8][C:9]([CH3:13])=[CH:10][CH:11]=2)[NH:6][CH:5]=1.[C:16](OC(=O)C)(=[O:18])[CH3:17].C(N(CC)CC)C. (3) Given the product [CH2:1]=[C:8]1[CH2:11][N:10]([C:12]([O:14][C:15]([CH3:18])([CH3:17])[CH3:16])=[O:13])[CH2:9]1, predict the reactants needed to synthesize it. The reactants are: [CH3:1]C([O-])(C)C.[K+].O=[C:8]1[CH2:11][N:10]([C:12]([O:14][C:15]([CH3:18])([CH3:17])[CH3:16])=[O:13])[CH2:9]1. (4) Given the product [CH3:1][S:2]([C:5]1[CH:10]=[CH:9][C:8]([NH:11][C:12]2[N:13]=[CH:14][N:15]=[C:16]([O:21][CH:22]3[CH2:27][CH2:26][N:25]([C:35]([C:36]4[CH:37]=[N:38][CH:39]=[CH:40][CH:41]=4)=[O:42])[CH2:24][CH2:23]3)[C:17]=2[N+:18]([O-:20])=[O:19])=[CH:7][CH:6]=1)(=[O:4])=[O:3], predict the reactants needed to synthesize it. The reactants are: [CH3:1][S:2]([C:5]1[CH:10]=[CH:9][C:8]([NH:11][C:12]2[C:17]([N+:18]([O-:20])=[O:19])=[C:16]([O:21][CH:22]3[CH2:27][CH2:26][NH:25][CH2:24][CH2:23]3)[N:15]=[CH:14][N:13]=2)=[CH:7][CH:6]=1)(=[O:4])=[O:3].C(N(CC)CC)C.[C:35](Cl)(=[O:42])[C:36]1[CH:41]=[CH:40][CH:39]=[N:38][CH:37]=1. (5) Given the product [Cl:34][C:31]1[CH:30]=[N:29][C:28]([N:23]2[CH2:24][CH2:25][CH:20]([C@@:18]3([CH3:26])[O:17][C:14]4=[CH:15][N:16]=[C:11]([C:8]5[CH2:9][CH2:10][N:5]([S:2]([CH3:1])(=[O:3])=[O:4])[CH2:6][CH:7]=5)[CH:12]=[C:13]4[CH2:19]3)[CH2:21][CH2:22]2)=[N:33][CH:32]=1, predict the reactants needed to synthesize it. The reactants are: [CH3:1][S:2]([N:5]1[CH2:10][CH:9]=[C:8]([C:11]2[CH:12]=[C:13]3[CH2:19][C@@:18]([CH3:26])([CH:20]4[CH2:25][CH2:24][NH:23][CH2:22][CH2:21]4)[O:17][C:14]3=[CH:15][N:16]=2)[CH2:7][CH2:6]1)(=[O:4])=[O:3].Cl[C:28]1[N:33]=[CH:32][C:31]([Cl:34])=[CH:30][N:29]=1.C(=O)([O-])[O-].[K+].[K+]. (6) Given the product [N+:19]([C:16]1[CH:17]=[CH:18][C:13]([N:9]2[CH2:8][CH2:7][C:6]3[C:11](=[CH:2][N:3]=[CH:4][CH:5]=3)[CH2:10]2)=[CH:14][CH:15]=1)([O-:21])=[O:20], predict the reactants needed to synthesize it. The reactants are: Cl.[CH2:2]1[C:11]2[C:6](=[CH:7][CH:8]=[N:9][CH:10]=2)[CH2:5][CH2:4][NH:3]1.F[C:13]1[CH:18]=[CH:17][C:16]([N+:19]([O-:21])=[O:20])=[CH:15][CH:14]=1.C(=O)([O-])[O-].[K+].[K+]. (7) Given the product [Cl:16][C:17]1[CH:18]=[C:19]2[C:23](=[CH:24][CH:25]=1)[NH:22][C:21](=[O:26])[C:20]2([OH:27])[C:2]1[CH:3]=[C:4]([N:10]2[CH2:15][CH2:14][O:13][CH2:12][CH2:11]2)[CH:5]=[CH:6][C:7]=1[O:8][CH3:9], predict the reactants needed to synthesize it. The reactants are: Br[C:2]1[CH:3]=[C:4]([N:10]2[CH2:15][CH2:14][O:13][CH2:12][CH2:11]2)[CH:5]=[CH:6][C:7]=1[O:8][CH3:9].[Cl:16][C:17]1[CH:18]=[C:19]2[C:23](=[CH:24][CH:25]=1)[NH:22][C:21](=[O:26])[C:20]2=[O:27].